Predict the reaction yield, written as a fraction of the theoretical maximum amount of product (1.0 means a 100% yield; for example, 0.34 means a 34% yield). From a dataset of Reaction yield outcomes from USPTO patents with 853,638 reactions. (1) The reactants are [N:1]1[C:10]2[CH:9]([NH2:11])[CH2:8][CH2:7][CH2:6][C:5]=2[CH:4]=[CH:3][CH:2]=1.[O:12]=[C:13]1[C:21]2[C:16](=[CH:17][CH:18]=[CH:19][CH:20]=2)[C:15](=[O:22])[N:14]1[CH2:23][CH2:24][CH2:25][CH:26]=O.[BH-](OC(C)=O)(OC(C)=O)OC(C)=O.[Na+]. The catalyst is C(Cl)Cl. The product is [N:1]1[C:10]2[CH:9]([NH:11][CH2:26][CH2:25][CH2:24][CH2:23][N:14]3[C:15](=[O:22])[C:16]4[C:21](=[CH:20][CH:19]=[CH:18][CH:17]=4)[C:13]3=[O:12])[CH2:8][CH2:7][CH2:6][C:5]=2[CH:4]=[CH:3][CH:2]=1. The yield is 0.520. (2) The reactants are [CH:1]([C:3]1[CH:18]=[CH:17][C:6]([O:7][C:8]2[CH:16]=[CH:15][C:11]([C:12]([NH2:14])=[O:13])=[CH:10][CH:9]=2)=[CH:5][CH:4]=1)=O.[CH2:19]([NH2:27])[CH2:20][C:21]1[CH:26]=[CH:25][CH:24]=[CH:23][CH:22]=1.[BH4-].[Na+]. The catalyst is CO. The product is [CH2:19]([NH:27][CH2:1][C:3]1[CH:18]=[CH:17][C:6]([O:7][C:8]2[CH:16]=[CH:15][C:11]([C:12]([NH2:14])=[O:13])=[CH:10][CH:9]=2)=[CH:5][CH:4]=1)[CH2:20][C:21]1[CH:26]=[CH:25][CH:24]=[CH:23][CH:22]=1. The yield is 0.930. (3) The reactants are C([O:4][C@H:5]1[CH2:10][CH2:9][CH2:8][C@H:7]([NH:11][C:12]2[C:17]([C:18]3[CH:19]=[N:20][N:21]([CH3:23])[CH:22]=3)=[CH:16][N:15]=[C:14]([C:24]3[CH:29]=[CH:28][CH:27]=[C:26]([C:30]4[CH:31]=[N:32][N:33]([CH3:35])[CH:34]=4)[CH:25]=3)[N:13]=2)[C@@H:6]1[O:36][CH2:37][O:38][CH3:39])(=O)C.[OH-].[Na+]. The catalyst is C1COCC1.O. The product is [CH3:39][O:38][CH2:37][O:36][C@H:6]1[C@@H:7]([NH:11][C:12]2[C:17]([C:18]3[CH:19]=[N:20][N:21]([CH3:23])[CH:22]=3)=[CH:16][N:15]=[C:14]([C:24]3[CH:29]=[CH:28][CH:27]=[C:26]([C:30]4[CH:31]=[N:32][N:33]([CH3:35])[CH:34]=4)[CH:25]=3)[N:13]=2)[CH2:8][CH2:9][CH2:10][C@@H:5]1[OH:4]. The yield is 0.770. (4) The reactants are [F:1][C:2]([F:19])([F:18])[C:3]1[N:8]=[CH:7][C:6]([CH2:9][O:10][C:11]2[CH:16]=[CH:15][NH:14][C:13](=[O:17])[CH:12]=2)=[CH:5][CH:4]=1.Br[C:21]1[CH:29]=[C:28]2[C:24]([C:25]3[CH2:34][CH2:33][N:32]([C:35]([O:37][C:38]([CH3:41])([CH3:40])[CH3:39])=[O:36])[CH2:31][C:26]=3[N:27]2[CH3:30])=[CH:23][CH:22]=1. No catalyst specified. The product is [CH3:30][N:27]1[C:28]2[C:24](=[CH:23][CH:22]=[C:21]([N:14]3[CH:15]=[CH:16][C:11]([O:10][CH2:9][C:6]4[CH:7]=[N:8][C:3]([C:2]([F:1])([F:18])[F:19])=[CH:4][CH:5]=4)=[CH:12][C:13]3=[O:17])[CH:29]=2)[C:25]2[CH2:34][CH2:33][N:32]([C:35]([O:37][C:38]([CH3:41])([CH3:40])[CH3:39])=[O:36])[CH2:31][C:26]1=2. The yield is 0.210. (5) The reactants are [CH3:1][O:2][C:3](=[O:11])[C:4]1[CH:9]=[C:8]([OH:10])[CH:7]=[N:6][CH:5]=1.[Cl-].[C:13]1([I+][C:13]2[CH:18]=[CH:17][CH:16]=[CH:15][CH:14]=2)[CH:18]=[CH:17][CH:16]=[CH:15][CH:14]=1.CC(C)([O-])C.[K+].O. The catalyst is O1CCCC1.CN(C)C=O. The product is [CH3:1][O:2][C:3](=[O:11])[C:4]1[CH:9]=[C:8]([O:10][C:13]2[CH:18]=[CH:17][CH:16]=[CH:15][CH:14]=2)[CH:7]=[N:6][CH:5]=1. The yield is 0.820. (6) The reactants are [CH:1]1([C:6]([C:8]2[S:9][C:10]3[CH:17]=[CH:16][CH:15]=[CH:14][C:11]=3[C:12]=2[CH3:13])=O)[CH2:5][CH2:4][CH2:3][CH2:2]1.[NH2:18][C:19]1[CH:28]=[CH:27][C:22]([C:23]([O:25][CH3:26])=[O:24])=[CH:21][CH:20]=1.C(=O)([O-])O.[Na+].C([BH3-])#N.[Na+]. The catalyst is O1CCCC1.[Ti](Cl)(Cl)(Cl)Cl.C(O)(=O)C.C(Cl)Cl.C(N(CC)CC)C. The product is [CH:1]1([CH:6]([NH:18][C:19]2[CH:20]=[CH:21][C:22]([C:23]([O:25][CH3:26])=[O:24])=[CH:27][CH:28]=2)[C:8]2[S:9][C:10]3[CH:17]=[CH:16][CH:15]=[CH:14][C:11]=3[C:12]=2[CH3:13])[CH2:5][CH2:4][CH2:3][CH2:2]1. The yield is 0.650. (7) The reactants are [CH3:1][S:2]([C:5]1[CH:10]=[CH:9][C:8]([CH:11]([CH2:15][CH:16]2[CH2:21][CH2:20][CH2:19][CH2:18][O:17]2)[C:12](O)=[O:13])=[CH:7][C:6]=1[C:22]([F:25])([F:24])[F:23])(=[O:4])=[O:3].C(Cl)(=O)C(Cl)=O.[NH2:32][C:33]1[S:34][CH:35]=[CH:36][N:37]=1.N1C(C)=CC=CC=1C. The catalyst is C(Cl)Cl.CN(C)C=O.O1CCCC1.O. The product is [CH3:1][S:2]([C:5]1[CH:10]=[CH:9][C:8]([CH:11]([CH2:15][CH:16]2[CH2:21][CH2:20][CH2:19][CH2:18][O:17]2)[C:12]([NH:32][C:33]2[S:34][CH:35]=[CH:36][N:37]=2)=[O:13])=[CH:7][C:6]=1[C:22]([F:24])([F:23])[F:25])(=[O:3])=[O:4]. The yield is 0.610.